From a dataset of Peptide-MHC class I binding affinity with 185,985 pairs from IEDB/IMGT. Regression. Given a peptide amino acid sequence and an MHC pseudo amino acid sequence, predict their binding affinity value. This is MHC class I binding data. (1) The binding affinity (normalized) is 0.457. The MHC is HLA-A31:01 with pseudo-sequence HLA-A31:01. The peptide sequence is ALLGKKKNPR. (2) The peptide sequence is NLFSKNILK. The MHC is HLA-B53:01 with pseudo-sequence HLA-B53:01. The binding affinity (normalized) is 0. (3) The peptide sequence is KIGVICSSY. The MHC is HLA-A02:01 with pseudo-sequence HLA-A02:01. The binding affinity (normalized) is 0.0847. (4) The peptide sequence is NRYGVAYVY. The MHC is HLA-B27:05 with pseudo-sequence HLA-B27:05. The binding affinity (normalized) is 0.678. (5) The peptide sequence is IVPAKSVCGPV. The MHC is Mamu-A01 with pseudo-sequence Mamu-A01. The binding affinity (normalized) is 0.339.